From a dataset of Full USPTO retrosynthesis dataset with 1.9M reactions from patents (1976-2016). Predict the reactants needed to synthesize the given product. Given the product [CH3:45][CH:46]([NH:52][C:20]([C:17]1[CH:18]=[CH:19][C:14]([C:3]2[CH:4]=[C:5]([C:8]3[O:9][C:10]([CH3:13])=[N:11][N:12]=3)[CH:6]=[CH:7][C:2]=2[CH3:1])=[CH:15][CH:16]=1)=[O:21])[CH2:47][CH:48]([CH3:51])[CH2:49][CH3:50], predict the reactants needed to synthesize it. The reactants are: [CH3:1][C:2]1[CH:7]=[CH:6][C:5]([C:8]2[O:9][C:10]([CH3:13])=[N:11][N:12]=2)=[CH:4][C:3]=1[C:14]1[CH:19]=[CH:18][C:17]([C:20](O)=[O:21])=[CH:16][CH:15]=1.C1C=CC2N(O)N=NC=2C=1.Cl.CN(C)CCCN=C=NCC.[CH3:45][CH:46]([NH2:52])[CH2:47][CH:48]([CH3:51])[CH2:49][CH3:50].